Dataset: Catalyst prediction with 721,799 reactions and 888 catalyst types from USPTO. Task: Predict which catalyst facilitates the given reaction. (1) Reactant: Cl[CH2:2][C:3]([NH:5][C:6]1[CH:11]=[CH:10][C:9]([N+:12]([O-:14])=[O:13])=[CH:8][CH:7]=1)=[O:4].[CH2:15]([CH:22]1[CH2:27][CH2:26][NH:25][CH2:24][CH2:23]1)[C:16]1[CH:21]=[CH:20][CH:19]=[CH:18][CH:17]=1. Product: [CH2:15]([CH:22]1[CH2:27][CH2:26][N:25]([CH2:2][C:3]([NH:5][C:6]2[CH:11]=[CH:10][C:9]([N+:12]([O-:14])=[O:13])=[CH:8][CH:7]=2)=[O:4])[CH2:24][CH2:23]1)[C:16]1[CH:21]=[CH:20][CH:19]=[CH:18][CH:17]=1. The catalyst class is: 27. (2) Reactant: C[O:2][C:3]1[C:8]2[C:9](=[O:20])[O:10][CH2:11][CH2:12][CH2:13][CH:14]=[CH:15][CH2:16][CH2:17][CH2:18][O:19][C:7]=2[CH:6]=[C:5]([O:21][CH3:22])[CH:4]=1.[S-]CC.[Na+].O. Product: [OH:2][C:3]1[C:8]2[C:9](=[O:20])[O:10][CH2:11][CH2:12][CH2:13][CH:14]=[CH:15][CH2:16][CH2:17][CH2:18][O:19][C:7]=2[CH:6]=[C:5]([O:21][CH3:22])[CH:4]=1. The catalyst class is: 9.